This data is from Catalyst prediction with 721,799 reactions and 888 catalyst types from USPTO. The task is: Predict which catalyst facilitates the given reaction. (1) Reactant: [CH3:1][C:2]1[C:6]([C:7]([O:9]C)=[O:8])=[CH:5][N:4]([CH:11]([C:13]2[CH:18]=[CH:17][CH:16]=[CH:15][CH:14]=2)[CH3:12])[N:3]=1.O.[OH-].[Li+].O1CCCC1.Cl. Product: [CH3:1][C:2]1[C:6]([C:7]([OH:9])=[O:8])=[CH:5][N:4]([CH:11]([C:13]2[CH:18]=[CH:17][CH:16]=[CH:15][CH:14]=2)[CH3:12])[N:3]=1. The catalyst class is: 72. (2) Reactant: [Cl:1][C:2]1[CH:3]=[C:4]([NH:17][C:18]2[C:27]3[C:22](=[CH:23][CH:24]=[C:25]([N+:28]([O-])=O)[CH:26]=3)[N:21]=[CH:20][N:19]=2)[CH:5]=[CH:6][C:7]=1[O:8][CH2:9][C:10]1[CH:15]=[CH:14][CH:13]=[C:12]([F:16])[CH:11]=1. Product: [Cl:1][C:2]1[CH:3]=[C:4]([NH:17][C:18]2[C:27]3[C:22](=[CH:23][CH:24]=[C:25]([NH2:28])[CH:26]=3)[N:21]=[CH:20][N:19]=2)[CH:5]=[CH:6][C:7]=1[O:8][CH2:9][C:10]1[CH:15]=[CH:14][CH:13]=[C:12]([F:16])[CH:11]=1. The catalyst class is: 447. (3) Reactant: [Br:1][C:2]1[CH:3]=[CH:4][C:5](=[O:11])[N:6]([CH:8]([F:10])[F:9])[CH:7]=1.[Br:12]Br. Product: [Br:12][C:4]1[C:5](=[O:11])[N:6]([CH:8]([F:9])[F:10])[CH:7]=[C:2]([Br:1])[CH:3]=1. The catalyst class is: 15. (4) Reactant: [C:1](Cl)(=[O:8])[C:2]1[CH:7]=[CH:6][CH:5]=[CH:4][CH:3]=1.[CH3:10][C:11]1([CH3:22])[O:15][C@:14]2([CH3:21])[CH2:16][C@@H:17]([CH2:19][OH:20])[O:18][CH:13]2[O:12]1. Product: [C:1]([O:20][CH2:19][C@H:17]1[O:18][CH:13]2[C@:14]([CH3:21])([O:15][C:11]([CH3:22])([CH3:10])[O:12]2)[CH2:16]1)(=[O:8])[C:2]1[CH:7]=[CH:6][CH:5]=[CH:4][CH:3]=1. The catalyst class is: 383. (5) Product: [Cl:1][C:2]1[CH:3]=[C:4]2[C:9](=[CH:10][CH:11]=1)[NH:8][C:7](=[S:32])[C:6]([CH2:13][CH2:14][CH3:15])=[C:5]2[O:16][CH:17]1[CH2:22][CH2:21][CH2:20][CH2:19][CH2:18]1. The catalyst class is: 11. Reactant: [Cl:1][C:2]1[CH:3]=[C:4]2[C:9](=[CH:10][CH:11]=1)[NH:8][C:7](=O)[C:6]([CH2:13][CH2:14][CH3:15])=[C:5]2[O:16][CH:17]1[CH2:22][CH2:21][CH2:20][CH2:19][CH2:18]1.COC1C=CC(P2(SP(C3C=CC(OC)=CC=3)(=S)S2)=[S:32])=CC=1. (6) Reactant: [CH3:1][C:2]1[N:3]([NH:13][CH2:14][C:15]#[CH:16])[CH:4]=[C:5]([C:7]2[CH:8]=[N:9][CH:10]=[CH:11][CH:12]=2)[N:6]=1.[CH2:17](N(C(C)C)C(C)C)C.[CH3:26][S:27][CH2:28][CH2:29][C:30](Cl)=[O:31]. Product: [CH3:1][C:2]1[N:3]([N:13]([CH2:14][C:15]#[CH:16])[C:30](=[O:31])[CH2:29][CH:28]([S:27][CH3:26])[CH3:17])[CH:4]=[C:5]([C:7]2[CH:8]=[N:9][CH:10]=[CH:11][CH:12]=2)[N:6]=1. The catalyst class is: 4.